The task is: Binary Classification. Given a drug SMILES string, predict its activity (active/inactive) in a high-throughput screening assay against a specified biological target.. This data is from M1 muscarinic receptor agonist screen with 61,833 compounds. (1) The result is 0 (inactive). The drug is S(Cc1nc(N2CCOCC2)nc(n1)N)c1n(c(nn1)c1cc(F)ccc1)c1ccccc1. (2) The compound is O(CC(O)CN1CCCCC1)c1c(C(=O)N2CCCCC2)cc2c(c1)cccc2. The result is 0 (inactive).